This data is from NCI-60 drug combinations with 297,098 pairs across 59 cell lines. The task is: Regression. Given two drug SMILES strings and cell line genomic features, predict the synergy score measuring deviation from expected non-interaction effect. (1) Cell line: SK-OV-3. Synergy scores: CSS=10.4, Synergy_ZIP=-8.26, Synergy_Bliss=-6.92, Synergy_Loewe=-6.63, Synergy_HSA=-6.38. Drug 1: C1=C(C(=O)NC(=O)N1)N(CCCl)CCCl. Drug 2: C(CC(=O)O)C(=O)CN.Cl. (2) Drug 1: C1=CC(=CC=C1CC(C(=O)O)N)N(CCCl)CCCl.Cl. Drug 2: C1=NC2=C(N1)C(=S)N=CN2. Cell line: PC-3. Synergy scores: CSS=9.53, Synergy_ZIP=-7.97, Synergy_Bliss=-8.32, Synergy_Loewe=-33.3, Synergy_HSA=-7.73. (3) Drug 1: COC1=C(C=C2C(=C1)N=CN=C2NC3=CC(=C(C=C3)F)Cl)OCCCN4CCOCC4. Drug 2: C1CC(C1)(C(=O)O)C(=O)O.[NH2-].[NH2-].[Pt+2]. Cell line: M14. Synergy scores: CSS=46.3, Synergy_ZIP=4.62, Synergy_Bliss=7.24, Synergy_Loewe=6.63, Synergy_HSA=7.83. (4) Drug 1: CCC1=CC2CC(C3=C(CN(C2)C1)C4=CC=CC=C4N3)(C5=C(C=C6C(=C5)C78CCN9C7C(C=CC9)(C(C(C8N6C)(C(=O)OC)O)OC(=O)C)CC)OC)C(=O)OC.C(C(C(=O)O)O)(C(=O)O)O. Drug 2: CCC(=C(C1=CC=CC=C1)C2=CC=C(C=C2)OCCN(C)C)C3=CC=CC=C3.C(C(=O)O)C(CC(=O)O)(C(=O)O)O. Cell line: SNB-75. Synergy scores: CSS=42.3, Synergy_ZIP=2.50, Synergy_Bliss=3.86, Synergy_Loewe=-8.61, Synergy_HSA=3.08. (5) Drug 1: CCN(CC)CCCC(C)NC1=C2C=C(C=CC2=NC3=C1C=CC(=C3)Cl)OC. Drug 2: C1CC(=O)NC(=O)C1N2C(=O)C3=CC=CC=C3C2=O. Cell line: 786-0. Synergy scores: CSS=29.4, Synergy_ZIP=-7.62, Synergy_Bliss=-0.691, Synergy_Loewe=-31.7, Synergy_HSA=-1.30.